This data is from Full USPTO retrosynthesis dataset with 1.9M reactions from patents (1976-2016). The task is: Predict the reactants needed to synthesize the given product. Given the product [CH:31]1([C@H:19]([NH:20][C:21]([O:23][CH2:24][C:25]([CH3:29])([CH3:30])[CH2:26][CH:27]=[CH2:28])=[O:22])[C:18]([N:16]2[CH2:17][C@H:13]([O:12][C:9]3[C:10]4[C:5](=[CH:4][CH:3]=[C:2]([CH:42]=[CH2:43])[CH:11]=4)[CH:6]=[CH:7][N:8]=3)[CH2:14][C@H:15]2[C:37]([O:39][CH2:40][CH3:41])=[O:38])=[O:36])[CH2:35][CH2:34][CH2:33][CH2:32]1, predict the reactants needed to synthesize it. The reactants are: Br[C:2]1[CH:11]=[C:10]2[C:5]([CH:6]=[CH:7][N:8]=[C:9]2[O:12][C@H:13]2[CH2:17][N:16]([C:18](=[O:36])[C@H:19]([CH:31]3[CH2:35][CH2:34][CH2:33][CH2:32]3)[NH:20][C:21]([O:23][CH2:24][C:25]([CH3:30])([CH3:29])[CH2:26][CH:27]=[CH2:28])=[O:22])[C@H:15]([C:37]([O:39][CH2:40][CH3:41])=[O:38])[CH2:14]2)=[CH:4][CH:3]=1.[CH:42]([B-](F)(F)F)=[CH2:43].[K+].